The task is: Predict which catalyst facilitates the given reaction.. This data is from Catalyst prediction with 721,799 reactions and 888 catalyst types from USPTO. (1) Reactant: Cl.[C:2]1([C:13]2[CH:18]=[CH:17][CH:16]=[CH:15][CH:14]=2)[CH:7]=[CH:6][C:5]([CH2:8][C@@H:9]([NH2:12])[CH2:10][OH:11])=[CH:4][CH:3]=1.C(O)C.[OH-].[Na+].[C:24](O[C:24]([O:26][C:27]([CH3:30])([CH3:29])[CH3:28])=[O:25])([O:26][C:27]([CH3:30])([CH3:29])[CH3:28])=[O:25]. Product: [C:2]1([C:13]2[CH:14]=[CH:15][CH:16]=[CH:17][CH:18]=2)[CH:7]=[CH:6][C:5]([CH2:8][C@@H:9]([NH:12][C:24](=[O:25])[O:26][C:27]([CH3:30])([CH3:29])[CH3:28])[CH2:10][OH:11])=[CH:4][CH:3]=1. The catalyst class is: 6. (2) Reactant: Cl[C:2]1[C:11]2[C:6](=[CH:7][CH:8]=[CH:9][CH:10]=2)[N:5]=[C:4]([C:12]2[CH:17]=[CH:16][CH:15]=[CH:14][CH:13]=2)[N:3]=1.CO[C:20]1C=CC=[C:22]([NH2:26])[CH:21]=1.[H-].[Na+].[CH2:29]1[CH2:33][O:32][CH2:31][CH2:30]1. Product: [CH3:31][O:32][C:33]1[CH:29]=[CH:30][C:22]([NH:26][C:2]2[C:11]3[C:6](=[CH:7][CH:8]=[CH:9][CH:10]=3)[N:5]=[C:4]([C:12]3[CH:17]=[CH:16][CH:15]=[CH:14][CH:13]=3)[N:3]=2)=[CH:21][CH:20]=1. The catalyst class is: 828.